This data is from Catalyst prediction with 721,799 reactions and 888 catalyst types from USPTO. The task is: Predict which catalyst facilitates the given reaction. (1) The catalyst class is: 7. Product: [Cl:23][C:24]1[C:25]([F:33])=[C:26]([CH:30]=[CH:31][CH:32]=1)[C:27]([N:8]1[CH2:7][CH2:6][N:5]([C:9]([O:11][C:12]([CH3:15])([CH3:14])[CH3:13])=[O:10])[CH2:4][CH:3]1[CH2:2][OH:1])=[O:28]. Reactant: [OH:1][CH2:2][CH:3]1[NH:8][CH2:7][CH2:6][N:5]([C:9]([O:11][C:12]([CH3:15])([CH3:14])[CH3:13])=[O:10])[CH2:4]1.C(N(CC)CC)C.[Cl:23][C:24]1[C:25]([F:33])=[C:26]([CH:30]=[CH:31][CH:32]=1)[C:27](Cl)=[O:28].O. (2) Reactant: [F:1][C:2]([F:51])([F:50])[C:3]1[CH:4]=[C:5]([CH:43]=[C:44]([C:46]([F:49])([F:48])[F:47])[CH:45]=1)[CH2:6][N:7]([CH2:20][C:21]1[CH:26]=[C:25]([C:27]([F:30])([F:29])[F:28])[CH:24]=[CH:23][C:22]=1[N:31]([CH2:41][CH3:42])[CH2:32][CH2:33][CH2:34][CH2:35][CH2:36][CH2:37][C:38]([OH:40])=[O:39])[C:8]1[N:13]=[CH:12][C:11]([N:14]2[CH2:19][CH2:18][O:17][CH2:16][CH2:15]2)=[CH:10][N:9]=1.[OH-].[Na+:53]. Product: [Na+:53].[F:51][C:2]([F:1])([F:50])[C:3]1[CH:4]=[C:5]([CH:43]=[C:44]([C:46]([F:47])([F:49])[F:48])[CH:45]=1)[CH2:6][N:7]([CH2:20][C:21]1[CH:26]=[C:25]([C:27]([F:28])([F:29])[F:30])[CH:24]=[CH:23][C:22]=1[N:31]([CH2:41][CH3:42])[CH2:32][CH2:33][CH2:34][CH2:35][CH2:36][CH2:37][C:38]([O-:40])=[O:39])[C:8]1[N:13]=[CH:12][C:11]([N:14]2[CH2:15][CH2:16][O:17][CH2:18][CH2:19]2)=[CH:10][N:9]=1. The catalyst class is: 8.